Dataset: Reaction yield outcomes from USPTO patents with 853,638 reactions. Task: Predict the reaction yield, written as a fraction of the theoretical maximum amount of product (1.0 means a 100% yield; for example, 0.34 means a 34% yield). (1) The reactants are [Cl:1][C:2]1[CH:10]=[CH:9][C:5]([C:6](O)=[O:7])=[C:4]([CH3:11])[CH:3]=1.[H-].[H-].[H-].[H-].[Li+].[Al+3]. The catalyst is C1COCC1. The product is [Cl:1][C:2]1[CH:10]=[CH:9][C:5]([CH2:6][OH:7])=[C:4]([CH3:11])[CH:3]=1. The yield is 1.00. (2) The reactants are [N+:1]([C:4]1[CH:5]=[CH:6][C:7]2[CH2:13][CH2:12][CH:11]([N:14]3[CH2:18][CH2:17][CH2:16][CH2:15]3)[CH2:10][CH2:9][C:8]=2[CH:19]=1)([O-])=O. The catalyst is [Pd].CO. The product is [NH2:1][C:4]1[CH:5]=[CH:6][C:7]2[CH2:13][CH2:12][CH:11]([N:14]3[CH2:18][CH2:17][CH2:16][CH2:15]3)[CH2:10][CH2:9][C:8]=2[CH:19]=1. The yield is 1.00. (3) The reactants are [C:1]([O:5][C:6](=[O:23])[NH:7][C@H:8]([CH2:20][CH:21]=[CH2:22])[CH2:9][O:10][CH2:11][C:12]1[CH:17]=[CH:16][CH:15]=[CH:14][C:13]=1[CH2:18]O)([CH3:4])([CH3:3])[CH3:2].P(Br)(Br)[Br:25]. The catalyst is C(Cl)(Cl)(Cl)Cl. The product is [C:1]([O:5][C:6](=[O:23])[NH:7][C@H:8]([CH2:20][CH:21]=[CH2:22])[CH2:9][O:10][CH2:11][C:12]1[CH:17]=[CH:16][CH:15]=[CH:14][C:13]=1[CH2:18][Br:25])([CH3:4])([CH3:3])[CH3:2]. The yield is 0.800. (4) The reactants are C[O:2][C:3]([C:5]1[C:10]([CH:11](F)[CH3:12])=[C:9]([NH2:14])[N:8]=[C:7]([C:15]2[CH:20]=[CH:19][C:18]([Cl:21])=[C:17]([O:22][CH3:23])[C:16]=2[F:24])[N:6]=1)=[O:4].[OH-:25].[Na+].Cl.[CH3:28]O. No catalyst specified. The product is [NH2:14][C:9]1[N:8]=[C:7]([C:15]2[CH:20]=[CH:19][C:18]([Cl:21])=[C:17]([O:22][CH3:23])[C:16]=2[F:24])[N:6]=[C:5]([C:3]([OH:2])=[O:4])[C:10]=1[CH:11]([O:25][CH3:28])[CH3:12]. The yield is 0.850.